Dataset: PAMPA (Parallel Artificial Membrane Permeability Assay) permeability data from NCATS. Task: Regression/Classification. Given a drug SMILES string, predict its absorption, distribution, metabolism, or excretion properties. Task type varies by dataset: regression for continuous measurements (e.g., permeability, clearance, half-life) or binary classification for categorical outcomes (e.g., BBB penetration, CYP inhibition). Dataset: pampa_ncats. (1) The compound is C1CCN(CC1)C(=O)C2=CC3=C(C=C2)N(C=N3)C4=CC=CC(=C4)C(F)(F)F. The result is 1 (high permeability). (2) The drug is CC(C)(C)C1=CC=C(C=C1)C2=NN(C(=O)C=C2)CC(=O)NCCC3=CC=CC=C3. The result is 1 (high permeability). (3) The drug is C1=CC2=C(C=CC(=C2N=C1)O)CNC3=C(C=C(C=C3)C(F)(F)F)F. The result is 1 (high permeability). (4) The drug is CC1=CC=C(C=C1)C2=C(SC=C2CN3CCN(CC3)C4=CC=CC(=C4)C(F)(F)F)C. The result is 0 (low-to-moderate permeability).